Dataset: NCI-60 drug combinations with 297,098 pairs across 59 cell lines. Task: Regression. Given two drug SMILES strings and cell line genomic features, predict the synergy score measuring deviation from expected non-interaction effect. (1) Drug 1: CC12CCC(CC1=CCC3C2CCC4(C3CC=C4C5=CN=CC=C5)C)O. Drug 2: C#CCC(CC1=CN=C2C(=N1)C(=NC(=N2)N)N)C3=CC=C(C=C3)C(=O)NC(CCC(=O)O)C(=O)O. Cell line: HL-60(TB). Synergy scores: CSS=-13.7, Synergy_ZIP=-13.1, Synergy_Bliss=-34.3, Synergy_Loewe=-81.9, Synergy_HSA=-38.0. (2) Drug 1: CS(=O)(=O)CCNCC1=CC=C(O1)C2=CC3=C(C=C2)N=CN=C3NC4=CC(=C(C=C4)OCC5=CC(=CC=C5)F)Cl. Drug 2: CN(CCCl)CCCl.Cl. Cell line: SN12C. Synergy scores: CSS=26.4, Synergy_ZIP=-7.12, Synergy_Bliss=-0.803, Synergy_Loewe=-9.84, Synergy_HSA=-1.16.